From a dataset of Peptide-MHC class I binding affinity with 185,985 pairs from IEDB/IMGT. Regression. Given a peptide amino acid sequence and an MHC pseudo amino acid sequence, predict their binding affinity value. This is MHC class I binding data. (1) The peptide sequence is QAQRNLNEL. The MHC is H-2-Db with pseudo-sequence H-2-Db. The binding affinity (normalized) is 0.204. (2) The peptide sequence is AEQASQDVKNW. The MHC is HLA-B35:01 with pseudo-sequence HLA-B35:01. The binding affinity (normalized) is 0. (3) The peptide sequence is YTAVVPLVQ. The MHC is HLA-B57:01 with pseudo-sequence HLA-B57:01. The binding affinity (normalized) is 0.124. (4) The peptide sequence is RRRKGWIPL. The MHC is HLA-A02:01 with pseudo-sequence HLA-A02:01. The binding affinity (normalized) is 0.213. (5) The binding affinity (normalized) is 0.00482. The MHC is HLA-B51:01 with pseudo-sequence HLA-B51:01. The peptide sequence is FPVKPQVPLR. (6) The peptide sequence is RPAPARLPL. The MHC is HLA-B18:01 with pseudo-sequence HLA-B18:01. The binding affinity (normalized) is 0.0847. (7) The peptide sequence is FAFCRITSF. The MHC is HLA-C03:03 with pseudo-sequence HLA-C03:03. The binding affinity (normalized) is 0.936.